This data is from Forward reaction prediction with 1.9M reactions from USPTO patents (1976-2016). The task is: Predict the product of the given reaction. (1) Given the reactants [NH2:1][C:2]1[C:9]([O:10][CH3:11])=[C:8]([O:12][CH2:13][CH2:14][CH2:15][N:16]2[CH2:21][CH2:20][O:19][CH2:18][CH2:17]2)[CH:7]=[CH:6][C:3]=1[C:4]#[N:5].[CH2:22](N)[CH2:23][NH2:24].[S], predict the reaction product. The product is: [NH:5]1[CH2:22][CH2:23][N:24]=[C:4]1[C:3]1[C:2]([NH2:1])=[C:9]([O:10][CH3:11])[C:8]([O:12][CH2:13][CH2:14][CH2:15][N:16]2[CH2:17][CH2:18][O:19][CH2:20][CH2:21]2)=[CH:7][CH:6]=1. (2) Given the reactants [CH3:1][O:2][C:3]1[CH:4]=[C:5]([NH:9][C:10](=[O:15])[C:11]([CH3:14])([CH3:13])[CH3:12])[CH:6]=[CH:7][CH:8]=1.[O:16]1[CH2:18][CH2:17]1, predict the reaction product. The product is: [OH:16][CH2:17][CH2:18][C:4]1[C:3]([O:2][CH3:1])=[CH:8][CH:7]=[CH:6][C:5]=1[NH:9][C:10](=[O:15])[C:11]([CH3:12])([CH3:14])[CH3:13].